From a dataset of Full USPTO retrosynthesis dataset with 1.9M reactions from patents (1976-2016). Predict the reactants needed to synthesize the given product. (1) Given the product [F:26][C:23]([F:24])([F:25])[C:21]1[CH:20]=[CH:19][C:17]2[N:18]=[C:14]([NH:13][C:10](=[O:11])[CH2:9][C:4]3[CH:5]=[CH:6][CH:7]=[CH:8][C:3]=3[O:2][CH3:1])[S:15][C:16]=2[CH:22]=1, predict the reactants needed to synthesize it. The reactants are: [CH3:1][O:2][C:3]1[CH:8]=[CH:7][CH:6]=[CH:5][C:4]=1[CH2:9][C:10](Cl)=[O:11].[NH2:13][C:14]1[S:15][C:16]2[CH:22]=[C:21]([C:23]([F:26])([F:25])[F:24])[CH:20]=[CH:19][C:17]=2[N:18]=1. (2) Given the product [Cl:1][C:2]1[N:3]=[CH:4][C:5]2[N:20]=[N:21][N:8]([C:9]3[CH:10]=[CH:11][C:12]([O:15][CH2:16][CH2:17][O:18][CH3:19])=[CH:13][CH:14]=3)[C:6]=2[N:7]=1, predict the reactants needed to synthesize it. The reactants are: [Cl:1][C:2]1[N:7]=[C:6]([NH:8][C:9]2[CH:14]=[CH:13][C:12]([O:15][CH2:16][CH2:17][O:18][CH3:19])=[CH:11][CH:10]=2)[C:5]([NH2:20])=[CH:4][N:3]=1.[N:21](OCCCC)=O. (3) Given the product [N:12]1([CH2:17][C:18]2[CH:19]=[CH:20][C:21]([C:6]3[CH:7]=[CH:8][C:3]([O:2][CH3:1])=[CH:4][CH:5]=3)=[N:22][CH:23]=2)[CH:16]=[CH:15][N:14]=[CH:13]1, predict the reactants needed to synthesize it. The reactants are: [CH3:1][O:2][C:3]1[CH:8]=[CH:7][C:6](B(O)O)=[CH:5][CH:4]=1.[N:12]1([CH2:17][C:18]2[CH:19]=[CH:20][C:21](Br)=[N:22][CH:23]=2)[CH:16]=[CH:15][N:14]=[CH:13]1. (4) Given the product [F:9][C:8]([F:11])([F:10])[C:5]1[CH:6]=[CH:7][C:2]([S:19][C:16]2[CH:17]=[CH:18][C:13]([NH2:12])=[CH:14][CH:15]=2)=[CH:3][CH:4]=1, predict the reactants needed to synthesize it. The reactants are: F[C:2]1[CH:7]=[CH:6][C:5]([C:8]([F:11])([F:10])[F:9])=[CH:4][CH:3]=1.[NH2:12][C:13]1[CH:18]=[CH:17][C:16]([SH:19])=[CH:15][CH:14]=1.CC(C)([O-])C.[K+].O.